Dataset: TCR-epitope binding with 47,182 pairs between 192 epitopes and 23,139 TCRs. Task: Binary Classification. Given a T-cell receptor sequence (or CDR3 region) and an epitope sequence, predict whether binding occurs between them. (1) The epitope is NLVPMVATV. The TCR CDR3 sequence is CASSHDRTNEQFF. Result: 0 (the TCR does not bind to the epitope). (2) Result: 1 (the TCR binds to the epitope). The TCR CDR3 sequence is CASSRTGGVDAFF. The epitope is IPSINVHHY. (3) The epitope is IQYIDIGNY. The TCR CDR3 sequence is CASSLRGWEPQHF. Result: 1 (the TCR binds to the epitope). (4) The epitope is MPASWVMRI. The TCR CDR3 sequence is CASSLGLAGTDTQYF. Result: 1 (the TCR binds to the epitope). (5) The epitope is SGPLKAEIAQRLED. The TCR CDR3 sequence is CASTRGGQGGTEAFF. Result: 1 (the TCR binds to the epitope). (6) The epitope is NLVPMVATV. The TCR CDR3 sequence is CASRAGHGSPGDTQYF. Result: 1 (the TCR binds to the epitope). (7) The epitope is FIAGLIAIV. The TCR CDR3 sequence is CSFRTAMNTEAFF. Result: 0 (the TCR does not bind to the epitope).